Dataset: Forward reaction prediction with 1.9M reactions from USPTO patents (1976-2016). Task: Predict the product of the given reaction. Given the reactants [CH2:1]([O:8][C:9](=[O:23])[C@@H:10]1[CH2:14][CH2:13][C:12](=[O:15])[N:11]1[C:16]([O:18][C:19]([CH3:22])([CH3:21])[CH3:20])=[O:17])[C:2]1[CH:7]=[CH:6][CH:5]=[CH:4][CH:3]=1.[CH:24]([Mg]Br)=[CH2:25], predict the reaction product. The product is: [CH2:1]([O:8][C:9](=[O:23])[CH:10]([NH:11][C:16]([O:18][C:19]([CH3:22])([CH3:21])[CH3:20])=[O:17])[CH2:14][CH2:13][C:12](=[O:15])[CH:24]=[CH2:25])[C:2]1[CH:7]=[CH:6][CH:5]=[CH:4][CH:3]=1.